From a dataset of Forward reaction prediction with 1.9M reactions from USPTO patents (1976-2016). Predict the product of the given reaction. (1) Given the reactants OS(O)(=O)=O.[CH:6]1([C:12](=O)[CH2:13][N:14]([C:22]2[N:23]=[C:24]3[CH:30]=[CH:29][N:28]([S:31]([C:34]4[CH:40]=[CH:39][C:37]([CH3:38])=[CH:36][CH:35]=4)(=[O:33])=[O:32])[C:25]3=[N:26][CH:27]=2)C(=O)OC(C)(C)C)[CH2:11][CH2:10][CH2:9][CH2:8][CH2:7]1, predict the reaction product. The product is: [CH:6]1([C:12]2[N:23]3[C:24]4[CH:30]=[CH:29][N:28]([S:31]([C:34]5[CH:35]=[CH:36][C:37]([CH3:38])=[CH:39][CH:40]=5)(=[O:33])=[O:32])[C:25]=4[N:26]=[CH:27][C:22]3=[N:14][CH:13]=2)[CH2:11][CH2:10][CH2:9][CH2:8][CH2:7]1. (2) Given the reactants [CH3:1][O:2][C:3](=[O:19])[CH:4]([N:11]1[C:16](=[O:17])[CH:15]=[C:14]([OH:18])[CH:13]=[N:12]1)[CH2:5][CH:6]1[CH2:10][CH2:9][CH2:8][CH2:7]1.C(=O)([O-])[O-].[K+].[K+].Cl[C:27]1[N:32]=[C:31]([C:33]([F:36])([F:35])[F:34])[CH:30]=[CH:29][N:28]=1, predict the reaction product. The product is: [CH3:1][O:2][C:3](=[O:19])[CH:4]([N:11]1[C:16](=[O:17])[CH:15]=[C:14]([O:18][C:27]2[N:32]=[C:31]([C:33]([F:36])([F:35])[F:34])[CH:30]=[CH:29][N:28]=2)[CH:13]=[N:12]1)[CH2:5][CH:6]1[CH2:7][CH2:8][CH2:9][CH2:10]1.